This data is from Reaction yield outcomes from USPTO patents with 853,638 reactions. The task is: Predict the reaction yield, written as a fraction of the theoretical maximum amount of product (1.0 means a 100% yield; for example, 0.34 means a 34% yield). The reactants are [CH:1]1([C:4]#[C:5][Si:6]([CH3:9])([CH3:8])[CH3:7])[CH2:3][CH2:2]1.[Li][CH2:11]CCC.S(OC)(OC)(=O)=O. The catalyst is CCOCC. The product is [CH3:7][Si:6]([CH3:9])([CH3:8])[C:5]#[C:4][C:1]1([CH3:11])[CH2:3][CH2:2]1. The yield is 0.520.